This data is from Full USPTO retrosynthesis dataset with 1.9M reactions from patents (1976-2016). The task is: Predict the reactants needed to synthesize the given product. (1) Given the product [F:32][C:8]([F:7])([F:31])[C:9]1[N:13]2[N:14]=[C:15]([N:18]3[CH2:23][CH2:22][CH:21]([C:24]4[CH:29]=[CH:28][C:27]([O:30][CH2:2][C:3]([O:5][CH3:6])=[O:4])=[CH:26][CH:25]=4)[CH2:20][CH2:19]3)[CH:16]=[CH:17][C:12]2=[N:11][N:10]=1, predict the reactants needed to synthesize it. The reactants are: Br[CH2:2][C:3]([O:5][CH3:6])=[O:4].[F:7][C:8]([F:32])([F:31])[C:9]1[N:13]2[N:14]=[C:15]([N:18]3[CH2:23][CH2:22][CH:21]([C:24]4[CH:29]=[CH:28][C:27]([OH:30])=[CH:26][CH:25]=4)[CH2:20][CH2:19]3)[CH:16]=[CH:17][C:12]2=[N:11][N:10]=1.C(=O)([O-])[O-].[K+].[K+]. (2) Given the product [N+:10]([C:9]1[C:2]2[C:3](=[N:4][CH:5]=[CH:6][N:1]=2)[NH:7][CH:8]=1)([O-:12])=[O:11], predict the reactants needed to synthesize it. The reactants are: [N:1]1[CH:6]=[CH:5][N:4]=[C:3]2[NH:7][CH:8]=[CH:9][C:2]=12.[N+:10]([O-])([OH:12])=[O:11].C(=O)(O)[O-].[Na+]. (3) The reactants are: C([O:3][C:4](=[O:32])[CH2:5][C:6]([CH3:31])([CH3:30])[CH2:7][N:8]1[C:27](=[S:28])[N:11]2[C:12]3[CH:13]=[C:14]([C:18]4[CH:23]=[CH:22][C:21]([N+:24]([O-:26])=[O:25])=[CH:20][CH:19]=4)[O:15][C:16]=3[CH:17]=[C:10]2[C:9]1=[O:29])C.O. Given the product [CH3:30][C:6]([CH3:31])([CH2:7][N:8]1[C:27](=[S:28])[N:11]2[C:12]3[CH:13]=[C:14]([C:18]4[CH:19]=[CH:20][C:21]([N+:24]([O-:26])=[O:25])=[CH:22][CH:23]=4)[O:15][C:16]=3[CH:17]=[C:10]2[C:9]1=[O:29])[CH2:5][C:4]([OH:32])=[O:3], predict the reactants needed to synthesize it. (4) Given the product [C:1]1([N:7]2[CH2:11][CH2:10][CH2:9][CH2:8]2)[CH2:5][CH2:4][CH2:3][CH:2]=1, predict the reactants needed to synthesize it. The reactants are: [C:1]1(=O)[CH2:5][CH2:4][CH2:3][CH2:2]1.[NH:7]1[CH2:11][CH2:10][CH2:9][CH2:8]1. (5) Given the product [CH:1]1([NH:4][C:5]2[N:10]3[N:11]=[CH:12][C:13]([CH:27]=[O:28])=[C:9]3[N:8]=[C:7]([S:14][CH3:15])[N:6]=2)[CH2:3][CH2:2]1, predict the reactants needed to synthesize it. The reactants are: [CH:1]1([NH:4][C:5]2[N:10]3[N:11]=[CH:12][CH:13]=[C:9]3[N:8]=[C:7]([S:14][CH3:15])[N:6]=2)[CH2:3][CH2:2]1.P(Cl)(Cl)(Cl)=O.[OH-].[Na+].Cl.CN([CH:27]=[O:28])C. (6) Given the product [NH:9]1[CH:10]=[C:11]([C:13]2[S:14][CH:15]=[C:16]([NH:18][C:19]3[CH:24]=[CH:23][CH:22]=[CH:21][N:20]=3)[N:17]=2)[CH:12]=[N:8]1, predict the reactants needed to synthesize it. The reactants are: COC1C=CC(C[N:8]2[CH:12]=[C:11]([C:13]3[S:14][CH:15]=[C:16]([NH:18][C:19]4[CH:24]=[CH:23][CH:22]=[CH:21][N:20]=4)[N:17]=3)[CH:10]=[N:9]2)=CC=1.[OH-].[Na+].